From a dataset of Catalyst prediction with 721,799 reactions and 888 catalyst types from USPTO. Predict which catalyst facilitates the given reaction. (1) Reactant: C(O[C:6]([N:8](C)[C@@H:9]([CH3:25])[C:10]([NH:12][C@@H:13]([CH3:24])[C:14]([O:16][CH2:17][C:18]1[CH:23]=[CH:22][CH:21]=[CH:20][CH:19]=1)=[O:15])=[O:11])=O)(C)(C)C.[ClH:27]. Product: [Cl-:27].[CH2:17]([O:16][C:14]([C@@H:13]([NH:12][C:10]([C@@H:9]([NH2+:8][CH3:6])[CH3:25])=[O:11])[CH3:24])=[O:15])[C:18]1[CH:19]=[CH:20][CH:21]=[CH:22][CH:23]=1. The catalyst class is: 12. (2) Reactant: [C:1]1(=[O:11])[NH:5][C:4](=[O:6])[C:3]2=[CH:7][CH:8]=[CH:9][CH:10]=[C:2]12.[K].Br[CH2:14][CH2:15][CH:16]=[C:17]([CH3:19])[CH3:18].O. Product: [CH3:18][C:17]([CH3:19])=[CH:16][CH2:15][CH2:14][N:5]1[C:1](=[O:11])[C:2]2=[CH:10][CH:9]=[CH:8][CH:7]=[C:3]2[C:4]1=[O:6]. The catalyst class is: 9. (3) Reactant: [CH3:1][C:2]([C:8]1[C:13](=[O:14])[C:12]([CH3:15])=[C:11]([CH3:16])[C:10](=[O:17])[C:9]=1[CH3:18])([CH3:7])[CH2:3][C:4]([OH:6])=O.ClC(OCC(C)C)=O.[NH2:27][C:28]1[CH:38]=[CH:37][C:31]2[N:32]=[C:33]([C:35]#[N:36])[S:34][C:30]=2[CH:29]=1. Product: [C:35]([C:33]1[S:34][C:30]2[CH:29]=[C:28]([NH:27][C:4](=[O:6])[CH2:3][C:2]([CH3:1])([C:8]3[C:13](=[O:14])[C:12]([CH3:15])=[C:11]([CH3:16])[C:10](=[O:17])[C:9]=3[CH3:18])[CH3:7])[CH:38]=[CH:37][C:31]=2[N:32]=1)#[N:36]. The catalyst class is: 1.